Dataset: Reaction yield outcomes from USPTO patents with 853,638 reactions. Task: Predict the reaction yield, written as a fraction of the theoretical maximum amount of product (1.0 means a 100% yield; for example, 0.34 means a 34% yield). (1) The yield is 0.920. The reactants are [NH2:1][C:2]1[O:3][CH2:4][C:5]([F:21])([F:20])[C@:6]([C:9]2[C:14]([F:15])=[CH:13][C:12]([OH:16])=[C:11]([N+:17]([O-:19])=[O:18])[CH:10]=2)([CH3:8])[N:7]=1.Br[CH2:23][C:24]([C:26]1[CH:31]=[CH:30][C:29]([Cl:32])=[CH:28][N:27]=1)=[O:25].C(=O)([O-])[O-].[Cs+].[Cs+].C(=O)([O-])O.[Na+]. The product is [NH2:1][C:2]1[O:3][CH2:4][C:5]([F:20])([F:21])[C@:6]([C:9]2[C:14]([F:15])=[CH:13][C:12]([O:16][CH2:23][C:24]([C:26]3[CH:31]=[CH:30][C:29]([Cl:32])=[CH:28][N:27]=3)=[O:25])=[C:11]([N+:17]([O-:19])=[O:18])[CH:10]=2)([CH3:8])[N:7]=1. The catalyst is CC(C)=O.[I-].[K+]. (2) The reactants are [Cl:1][C:2]1[CH:3]=[C:4]([N:22]([CH2:29][CH3:30])[C@H:23]2[C@H:27]([OH:28])[CH2:26][O:25][CH2:24]2)[C:5]([CH3:21])=[C:6]([CH:20]=1)[C:7]([NH:9][CH2:10][C:11]1[C:12]([CH3:19])=[N:13][N:14]([CH3:18])[C:15]=1[O:16]C)=[O:8].[Na+].[I-].C[Si](Cl)(C)C. The catalyst is C(#N)C. The product is [Cl:1][C:2]1[CH:3]=[C:4]([N:22]([CH2:29][CH3:30])[C@H:23]2[C@H:27]([OH:28])[CH2:26][O:25][CH2:24]2)[C:5]([CH3:21])=[C:6]([CH:20]=1)[C:7]([NH:9][CH2:10][C:11]1[C:15](=[O:16])[N:14]([CH3:18])[NH:13][C:12]=1[CH3:19])=[O:8]. The yield is 0.103.